This data is from Catalyst prediction with 721,799 reactions and 888 catalyst types from USPTO. The task is: Predict which catalyst facilitates the given reaction. (1) Reactant: [NH3:1].Cl[S:3]([C:6]1[CH:7]=[C:8]([CH2:12][C:13]([O:15][CH3:16])=[O:14])[CH:9]=[CH:10][CH:11]=1)(=[O:5])=[O:4].ClCCl. Product: [NH2:1][S:3]([C:6]1[CH:7]=[C:8]([CH2:12][C:13]([O:15][CH3:16])=[O:14])[CH:9]=[CH:10][CH:11]=1)(=[O:5])=[O:4]. The catalyst class is: 10. (2) Reactant: [C:1]1([C:3](=[CH:5][CH:6]=[CH:7][CH:8]=1)O)O.C([Zn]CC)C.[C:14]1([C:20]#[C:21][Li])[CH:19]=[CH:18][CH:17]=[CH:16][CH:15]=1.C(#N)C1C=CC=CC=1.CCCCCCCCCCCCC. Product: [C:1]1([C:21]#[C:20][C:14]2[CH:19]=[CH:18][CH:17]=[CH:16][CH:15]=2)[CH:3]=[CH:5][CH:6]=[CH:7][CH:8]=1. The catalyst class is: 1. (3) Reactant: C[O:2][C:3]1[CH:22]=[CH:21][CH:20]=[C:19]([O:23]C)[C:4]=1[O:5][CH2:6][C@H:7]([O:14][S:15]([CH3:18])(=[O:17])=[O:16])[CH2:8][O:9][S:10]([CH3:13])(=[O:12])=[O:11].B(Br)(Br)Br.O. Product: [OH:23][C:19]1[CH:20]=[CH:21][CH:22]=[C:3]([OH:2])[C:4]=1[O:5][CH2:6][C@H:7]([O:14][S:15]([CH3:18])(=[O:16])=[O:17])[CH2:8][O:9][S:10]([CH3:13])(=[O:11])=[O:12]. The catalyst class is: 4. (4) Reactant: [F:1][C:2]([F:37])([F:36])[C:3]1[CH:4]=[C:5]([CH:29]=[C:30]([C:32]([F:35])([F:34])[F:33])[CH:31]=1)[CH2:6][N:7]([CH2:14][C:15]1[C:16]([C:25](=O)[CH2:26][CH3:27])=[N:17][CH:18]=[C:19]([C:21]([F:24])([F:23])[F:22])[CH:20]=1)[C:8]1[N:9]=[N:10][N:11]([CH3:13])[N:12]=1.Cl.[CH3:39][O:40][NH2:41].[OH-].[Na+].Cl. Product: [CH3:39][O:40][N:41]=[C:25]([C:16]1[C:15]([CH2:14][N:7]([CH2:6][C:5]2[CH:4]=[C:3]([C:2]([F:1])([F:36])[F:37])[CH:31]=[C:30]([C:32]([F:33])([F:34])[F:35])[CH:29]=2)[C:8]2[N:9]=[N:10][N:11]([CH3:13])[N:12]=2)=[CH:20][C:19]([C:21]([F:22])([F:23])[F:24])=[CH:18][N:17]=1)[CH2:26][CH3:27]. The catalyst class is: 14.